Dataset: NCI-60 drug combinations with 297,098 pairs across 59 cell lines. Task: Regression. Given two drug SMILES strings and cell line genomic features, predict the synergy score measuring deviation from expected non-interaction effect. Drug 1: CC1C(C(=O)NC(C(=O)N2CCCC2C(=O)N(CC(=O)N(C(C(=O)O1)C(C)C)C)C)C(C)C)NC(=O)C3=C4C(=C(C=C3)C)OC5=C(C(=O)C(=C(C5=N4)C(=O)NC6C(OC(=O)C(N(C(=O)CN(C(=O)C7CCCN7C(=O)C(NC6=O)C(C)C)C)C)C(C)C)C)N)C. Drug 2: B(C(CC(C)C)NC(=O)C(CC1=CC=CC=C1)NC(=O)C2=NC=CN=C2)(O)O. Cell line: NCI-H226. Synergy scores: CSS=26.7, Synergy_ZIP=-8.71, Synergy_Bliss=-11.3, Synergy_Loewe=-13.2, Synergy_HSA=-9.07.